From a dataset of Forward reaction prediction with 1.9M reactions from USPTO patents (1976-2016). Predict the product of the given reaction. (1) Given the reactants [CH3:1][C@@H:2]1[O:7][C@H:6]([CH3:8])[CH2:5][N:4]([C:9]2[C:14]([CH:15]=[O:16])=[CH:13][C:12](B3OC(C)(C)C(C)(C)O3)=[CH:11][N:10]=2)[CH2:3]1.Br[C:27]1[N:28]([CH3:32])[CH:29]=[CH:30][N:31]=1, predict the reaction product. The product is: [CH3:8][C@H:6]1[O:7][C@@H:2]([CH3:1])[CH2:3][N:4]([C:9]2[C:14]([CH:15]=[O:16])=[CH:13][C:12]([C:27]3[N:28]([CH3:32])[CH:29]=[CH:30][N:31]=3)=[CH:11][N:10]=2)[CH2:5]1. (2) Given the reactants Br[C:2]1[CH:3]=[C:4]([CH2:7][O:8][C:9]2[CH:14]=[CH:13][C:12]3[C:15]4([CH2:30][O:31][C:11]=3[CH:10]=2)[CH2:20][CH2:19][N:18]([CH2:21][CH2:22][C:23]([O:25][C:26]([CH3:29])([CH3:28])[CH3:27])=[O:24])[CH2:17][CH2:16]4)[S:5][CH:6]=1.[F:32][C:33]1[CH:38]=[CH:37][CH:36]=[CH:35][C:34]=1B(O)O.O.[O-]P([O-])([O-])=O.[K+].[K+].[K+], predict the reaction product. The product is: [F:32][C:33]1[CH:38]=[CH:37][CH:36]=[CH:35][C:34]=1[C:2]1[CH:3]=[C:4]([CH2:7][O:8][C:9]2[CH:14]=[CH:13][C:12]3[C:15]4([CH2:30][O:31][C:11]=3[CH:10]=2)[CH2:20][CH2:19][N:18]([CH2:21][CH2:22][C:23]([O:25][C:26]([CH3:29])([CH3:28])[CH3:27])=[O:24])[CH2:17][CH2:16]4)[S:5][CH:6]=1. (3) Given the reactants [OH:1][C@@H:2]1[CH2:6][O:5][C@@H:4]2[C@H:7]([O:10][C:11]3[NH:12][C:13]4[C:14]([N:42]=3)=[N:15][C:16]([C:28]3[CH:33]=[CH:32][C:31]([C:34]5[CH:41]=[CH:40][C:37]([C:38]#[N:39])=[CH:36][CH:35]=5)=[CH:30][CH:29]=3)=[C:17]([Cl:27])[C:18]=4COCC[Si](C)(C)C)[CH2:8][O:9][C@H:3]12.C(O)=O.OS([O-])(=O)=O.[K+].[OH-].[Na+], predict the reaction product. The product is: [OH:1][C@@H:2]1[CH2:6][O:5][C@@H:4]2[C@H:7]([O:10][C:11]3[NH:12][C:13]4[C:14]([N:42]=3)=[N:15][C:16]([C:28]3[CH:29]=[CH:30][C:31]([C:34]5[CH:41]=[CH:40][C:37]([C:38]#[N:39])=[CH:36][CH:35]=5)=[CH:32][CH:33]=3)=[C:17]([Cl:27])[CH:18]=4)[CH2:8][O:9][C@H:3]12. (4) Given the reactants [NH2:1][C:2]1[C:14]([CH3:15])=[C:13]([CH3:16])[C:5]([C:6]([O:8][C:9]([CH3:12])([CH3:11])[CH3:10])=[O:7])=[C:4]([Cl:17])[N:3]=1.[Br:18][C:19]1[CH:24]=[CH:23][CH:22]=[C:21]([C:25](OC)(OC)[CH2:26]Br)[CH:20]=1.CCOCC, predict the reaction product. The product is: [Br:18][C:19]1[CH:20]=[C:21]([C:25]2[N:1]=[C:2]3[C:14]([CH3:15])=[C:13]([CH3:16])[C:5]([C:6]([O:8][C:9]([CH3:11])([CH3:12])[CH3:10])=[O:7])=[C:4]([Cl:17])[N:3]3[CH:26]=2)[CH:22]=[CH:23][CH:24]=1. (5) Given the reactants Cl[CH2:2][C:3]1[CH:22]=[CH:21][C:6]([O:7][CH2:8][C:9]2[N:10]=[C:11]([C:15]3[CH:20]=[CH:19][CH:18]=[CH:17][CH:16]=3)[O:12][C:13]=2[CH3:14])=[CH:5][CH:4]=1.[OH:23][C:24]1[CH:33]=[CH:32][C:31]2[C:26](=[CH:27][CH:28]=[CH:29][CH:30]=2)[C:25]=1[CH:34]=[O:35].C(=O)([O-])[O-].[K+].[K+].CN(C)C=O, predict the reaction product. The product is: [CH3:14][C:13]1[O:12][C:11]([C:15]2[CH:20]=[CH:19][CH:18]=[CH:17][CH:16]=2)=[N:10][C:9]=1[CH2:8][O:7][C:6]1[CH:21]=[CH:22][C:3]([CH2:2][O:23][C:24]2[CH:33]=[CH:32][C:31]3[C:26](=[CH:27][CH:28]=[CH:29][CH:30]=3)[C:25]=2[CH:34]=[O:35])=[CH:4][CH:5]=1. (6) Given the reactants Cl[C:2]1[N:7]=[C:6]([NH:8][CH:9]2[CH2:19][C:11]3([CH2:14][N:13]([C:15](=[O:18])[CH:16]=[CH2:17])[CH2:12]3)[CH2:10]2)[C:5]([F:20])=[CH:4][N:3]=1.[CH3:21][N:22]1[CH2:30][C:29]2[C:24](=[CH:25][CH:26]=[C:27]([NH2:31])[CH:28]=2)[CH2:23]1.CN(C1C(C2C(P(C3CCCCC3)C3CCCCC3)=CC=CC=2)=CC=CC=1)C.C([O-])([O-])=O.[Cs+].[Cs+], predict the reaction product. The product is: [F:20][C:5]1[C:6]([NH:8][CH:9]2[CH2:19][C:11]3([CH2:14][N:13]([C:15](=[O:18])[CH:16]=[CH2:17])[CH2:12]3)[CH2:10]2)=[N:7][C:2]([NH:31][C:27]2[CH:28]=[C:29]3[C:24](=[CH:25][CH:26]=2)[CH2:23][N:22]([CH3:21])[CH2:30]3)=[N:3][CH:4]=1. (7) The product is: [C:18]([C:13]1[C:14](=[O:15])[NH:5][C:6]2[C:11]([CH:12]=1)=[CH:10][CH:9]=[CH:8][N:7]=2)([CH3:21])([CH3:20])[CH3:19]. Given the reactants CC(C)(C)C([NH:5][C:6]1[C:11]([CH:12](O)[CH:13]([C:18]([CH3:21])([CH3:20])[CH3:19])[C:14](OC)=[O:15])=[CH:10][CH:9]=[CH:8][N:7]=1)=O, predict the reaction product.